This data is from Full USPTO retrosynthesis dataset with 1.9M reactions from patents (1976-2016). The task is: Predict the reactants needed to synthesize the given product. (1) Given the product [O:1]1[C:5]2[CH:6]=[CH:7][C:8]([C:10](=[O:18])[CH2:11][CH2:12][C:13]([NH:51][C:41]3[CH:40]=[C:39]([C:33]4[CH:38]=[CH:37][CH:36]=[CH:35][CH:34]=4)[CH:44]=[C:43]([C:45]4[CH:46]=[CH:47][CH:48]=[CH:49][CH:50]=4)[N:42]=3)=[O:15])=[CH:9][C:4]=2[CH2:3][CH2:2]1, predict the reactants needed to synthesize it. The reactants are: [O:1]1[C:5]2[CH:6]=[CH:7][C:8]([C:10]([O:18]C)(OC)[CH2:11][CH2:12][C:13]([O-:15])=O)=[CH:9][C:4]=2[CH2:3][CH2:2]1.[K+].ClC1C=C(Cl)C=C(Cl)C=1C(Cl)=O.[C:33]1([C:39]2[CH:44]=[C:43]([C:45]3[CH:50]=[CH:49][CH:48]=[CH:47][CH:46]=3)[N:42]=[C:41]([NH2:51])[CH:40]=2)[CH:38]=[CH:37][CH:36]=[CH:35][CH:34]=1.Cl. (2) Given the product [C:5]([N:8]1[C:17]2[CH:16]=[CH:15][C:14]([NH:18][C:1](=[O:4])[C:2]3[CH:41]=[CH:40][CH:39]=[CH:36][C:35]=3[Cl:34])=[CH:13][C:12]=2[C:11]2[N:19]([C:25]3[CH:33]=[CH:32][C:28]4[O:29][CH2:30][O:31][C:27]=4[CH:26]=3)[N:20]=[C:21]([C:22]([NH2:24])=[O:23])[C:10]=2[CH2:9]1)(=[O:7])[CH3:6], predict the reactants needed to synthesize it. The reactants are: [C:1]([OH:4])(=O)[CH3:2].[C:5]([N:8]1[C:17]2[CH:16]=[CH:15][C:14]([NH2:18])=[CH:13][C:12]=2[C:11]2[N:19]([C:25]3[CH:33]=[CH:32][C:28]4[O:29][CH2:30][O:31][C:27]=4[CH:26]=3)[N:20]=[C:21]([C:22]([NH2:24])=[O:23])[C:10]=2[CH2:9]1)(=[O:7])[CH3:6].[Cl:34][C:35]1C=[CH:41][CH:40]=[CH:39][C:36]=1CCl. (3) Given the product [ClH:33].[ClH:33].[ClH:33].[S:1]1[C:5]2[CH:6]=[CH:7][C:8]([NH:10][C:11]3[C:12]4[CH:19]=[C:18]([C:20]5[CH2:21][CH2:22][NH:23][CH2:24][CH:25]=5)[NH:17][C:13]=4[N:14]=[CH:15][N:16]=3)=[CH:9][C:4]=2[N:3]=[CH:2]1, predict the reactants needed to synthesize it. The reactants are: [S:1]1[C:5]2[CH:6]=[CH:7][C:8]([NH:10][C:11]3[C:12]4[CH:19]=[C:18]([C:20]5[CH2:21][CH2:22][N:23](C(OC(C)(C)C)=O)[CH2:24][CH:25]=5)[NH:17][C:13]=4[N:14]=[CH:15][N:16]=3)=[CH:9][C:4]=2[N:3]=[CH:2]1.[ClH:33]. (4) Given the product [CH:1]1([NH:7][S:8]([NH:28][CH2:12][CH2:13][CH2:14][CH2:15][CH2:16][CH2:17][CH2:18][CH2:19][CH2:20][CH2:21][CH2:22][CH2:23][CH2:24][CH2:25][CH2:26][CH3:27])(=[O:10])=[O:9])[CH2:6][CH2:5][CH2:4][CH2:3][CH2:2]1, predict the reactants needed to synthesize it. The reactants are: [CH:1]1([NH:7][S:8](Cl)(=[O:10])=[O:9])[CH2:6][CH2:5][CH2:4][CH2:3][CH2:2]1.[CH2:12]([NH2:28])[CH2:13][CH2:14][CH2:15][CH2:16][CH2:17][CH2:18][CH2:19][CH2:20][CH2:21][CH2:22][CH2:23][CH2:24][CH2:25][CH2:26][CH3:27].C(N(CC)CC)C.C([O-])([O-])=O.[Na+].[Na+]. (5) Given the product [Br:34][C:26]1[CH:27]=[C:28]([CH3:33])[CH:29]=[C:30]2[C:25]=1[NH:24][C:23](=[O:1])[N:22]([NH:9][C:10]1[CH:15]=[C:14]([Cl:16])[CH:13]=[CH:12][C:11]=1[S:17]([CH2:20][CH3:21])(=[O:19])=[O:18])[C:31]2=[O:32], predict the reactants needed to synthesize it. The reactants are: [OH-:1].[Na+].C(OC(=O)[N:9]([N:22]1[C:31](=[O:32])[C:30]2[C:25](=[C:26]([Br:34])[CH:27]=[C:28]([CH3:33])[CH:29]=2)[N:24]=[CH:23]1)[C:10]1[CH:15]=[C:14]([Cl:16])[CH:13]=[CH:12][C:11]=1[S:17]([CH2:20][CH3:21])(=[O:19])=[O:18])(C)(C)C.Cl.